Dataset: Catalyst prediction with 721,799 reactions and 888 catalyst types from USPTO. Task: Predict which catalyst facilitates the given reaction. (1) Reactant: [Cl:1][C:2]1[CH:7]=[C:6]([N:8]=[C:9]=[S:10])[CH:5]=[C:4]([C:11]([F:14])([F:13])[F:12])[C:3]=1[C:15]1[CH:20]=[CH:19][CH:18]=[C:17]([O:21][CH:22]2[CH2:27][CH2:26][N:25]([C:28]([O:30][C:31]([CH3:34])([CH3:33])[CH3:32])=[O:29])[CH2:24][CH2:23]2)[CH:16]=1.[N:35]#[C:36][NH2:37].[Na].[CH3:39]O.CI. Product: [Cl:1][C:2]1[CH:7]=[C:6]([N:8]([NH:35][C:36]#[N:37])[CH2:9][S:10][CH3:39])[CH:5]=[C:4]([C:11]([F:13])([F:14])[F:12])[C:3]=1[C:15]1[CH:20]=[CH:19][CH:18]=[C:17]([O:21][CH:22]2[CH2:27][CH2:26][N:25]([C:28]([O:30][C:31]([CH3:34])([CH3:33])[CH3:32])=[O:29])[CH2:24][CH2:23]2)[CH:16]=1. The catalyst class is: 216. (2) Reactant: Br[C:2]1[CH:3]=[C:4]([O:17][CH2:18][C:19]2[C:24]([F:25])=[CH:23][CH:22]=[CH:21][C:20]=2[F:26])[C:5]2[N:6]([C:8]([C:12]([O:14][CH2:15][CH3:16])=[O:13])=[C:9]([CH3:11])[N:10]=2)[CH:7]=1.CC(C)([O-])C.[Na+].CC(C1C=C(C(C)C)C(C2C=CC=CC=2P(C2CCCCC2)C2CCCCC2)=C(C(C)C)C=1)C.[NH:67]1[CH2:71][CH2:70][CH2:69][CH2:68]1. Product: [F:26][C:20]1[CH:21]=[CH:22][CH:23]=[C:24]([F:25])[C:19]=1[CH2:18][O:17][C:4]1[C:5]2[N:6]([C:8]([C:12]([O:14][CH2:15][CH3:16])=[O:13])=[C:9]([CH3:11])[N:10]=2)[CH:7]=[C:2]([N:67]2[CH2:71][CH2:70][CH2:69][CH2:68]2)[CH:3]=1. The catalyst class is: 101. (3) The catalyst class is: 4. Product: [CH2:1]([O:3][C:4]([C:6]1[O:14][C:13]2[CH:12]=[CH:11][N:10]=[C:9]([Cl:15])[C:8]=2[C:7]=1[NH:16][C:17]1[CH:22]=[CH:21][C:20]([I:28])=[CH:19][C:18]=1[F:27])=[O:5])[CH3:2]. Reactant: [CH2:1]([O:3][C:4]([C:6]1[O:14][C:13]2[CH:12]=[CH:11][N:10]=[C:9]([Cl:15])[C:8]=2[C:7]=1[NH:16][C:17]1[CH:22]=[CH:21][C:20]([Si](C)(C)C)=[CH:19][C:18]=1[F:27])=[O:5])[CH3:2].[I:28]Cl.S([O-])([O-])(=O)=S.[Na+].[Na+]. (4) Reactant: Cl.[NH2:2][CH2:3][C:4]1[CH:5]=[C:6]2[C:10](=[CH:11][CH:12]=1)[C:9](=[O:13])[N:8]([CH:14]1[CH2:19][CH2:18][C:17](=[O:20])[NH:16][C:15]1=[O:21])[CH2:7]2.[C:22]([N:26]=[C:27]=[O:28])([CH3:25])([CH3:24])[CH3:23].C(N(CC)CC)C.O. Product: [C:22]([NH:26][C:27]([NH:2][CH2:3][C:4]1[CH:5]=[C:6]2[C:10](=[CH:11][CH:12]=1)[C:9](=[O:13])[N:8]([CH:14]1[CH2:19][CH2:18][C:17](=[O:20])[NH:16][C:15]1=[O:21])[CH2:7]2)=[O:28])([CH3:25])([CH3:24])[CH3:23]. The catalyst class is: 9. (5) Reactant: [F:1][CH:2]([F:15])[CH2:3][NH:4][C:5]1[N:13]=[CH:12][C:11]([F:14])=[CH:10][C:6]=1[C:7]([OH:9])=O.Cl.[NH2:17][C:18]([CH3:23])([CH2:21][CH3:22])[C:19]#[CH:20].ON1C2C=CC=CC=2N=N1.Cl.CN(C)CCCN=C=NCC.C(N(CC)C(C)C)(C)C. Product: [F:15][CH:2]([F:1])[CH2:3][NH:4][C:5]1[N:13]=[CH:12][C:11]([F:14])=[CH:10][C:6]=1[C:7]([NH:17][C:18]([CH3:23])([CH2:21][CH3:22])[C:19]#[CH:20])=[O:9]. The catalyst class is: 2. (6) Reactant: C([O:8][C:9]([C:11]1[C:12]([C:18]([F:21])([F:20])[F:19])=[N:13][C:14](Cl)=[N:15][CH:16]=1)=[O:10])C1C=CC=CC=1.C1CCCCC=1. Product: [F:21][C:18]([F:19])([F:20])[C:12]1[C:11]([C:9]([OH:10])=[O:8])=[CH:16][N:15]=[CH:14][N:13]=1. The catalyst class is: 29. (7) Reactant: [OH:1][C:2]1([CH3:12])[C:7](=O)[CH2:6][CH:5]2[CH2:9][CH:3]1[C:4]2([CH3:11])[CH3:10].[N:13]1[CH:18]=[CH:17][CH:16]=[C:15]([CH2:19][NH2:20])[CH:14]=1.B(F)(F)F. Product: [CH3:12][C:2]1([OH:1])[C:7](=[N:20][CH2:19][C:15]2[CH:14]=[N:13][CH:18]=[CH:17][CH:16]=2)[CH2:6][CH:5]2[CH2:9][CH:3]1[C:4]2([CH3:11])[CH3:10]. The catalyst class is: 48. (8) Reactant: [F:1][C:2]1[CH:3]=[C:4]([C:8]2[CH:13]=[CH:12][C:11]([F:14])=[C:10]([C:15]([NH:17][C:18]3[CH:19]=[C:20]([CH:26]=[CH:27][CH:28]=3)[CH:21]=[CH:22][C:23]([OH:25])=[O:24])=[O:16])[CH:9]=2)[CH:5]=[CH:6][CH:7]=1.[C:29]1(C)C=CC(S(O)(=O)=O)=CC=1. Product: [F:1][C:2]1[CH:3]=[C:4]([C:8]2[CH:13]=[CH:12][C:11]([F:14])=[C:10]([C:15]([NH:17][C:18]3[CH:19]=[C:20]([CH:26]=[CH:27][CH:28]=3)[CH:21]=[CH:22][C:23]([O:25][CH3:29])=[O:24])=[O:16])[CH:9]=2)[CH:5]=[CH:6][CH:7]=1. The catalyst class is: 5. (9) Reactant: [C:1]([O:5][C:6]([N:8]1[CH2:17][C:16]2[CH:15]=[N:14][CH:13]=[C:12](C(O)=O)[C:11]=2[CH2:10][CH2:9]1)=[O:7])([CH3:4])([CH3:3])[CH3:2].C1(P([N:35]=[N+]=[N-])(C2C=CC=CC=2)=O)C=CC=CC=1. Product: [NH2:35][C:12]1[CH:13]=[N:14][CH:15]=[C:16]2[C:11]=1[CH2:10][CH2:9][N:8]([C:6]([O:5][C:1]([CH3:4])([CH3:3])[CH3:2])=[O:7])[CH2:17]2. The catalyst class is: 37.